Dataset: Peptide-MHC class II binding affinity with 134,281 pairs from IEDB. Task: Regression. Given a peptide amino acid sequence and an MHC pseudo amino acid sequence, predict their binding affinity value. This is MHC class II binding data. (1) The peptide sequence is MANSRAFALVLLFCA. The MHC is DRB3_0202 with pseudo-sequence DRB3_0202. The binding affinity (normalized) is 0.149. (2) The peptide sequence is KFPLKLRGTAVMSLK. The MHC is DRB1_1101 with pseudo-sequence DRB1_1101. The binding affinity (normalized) is 0.352. (3) The peptide sequence is GAFLVRNGKKLIPSW. The MHC is HLA-DQA10201-DQB10303 with pseudo-sequence HLA-DQA10201-DQB10303. The binding affinity (normalized) is 0.